Regression. Given a peptide amino acid sequence and an MHC pseudo amino acid sequence, predict their binding affinity value. This is MHC class II binding data. From a dataset of Peptide-MHC class II binding affinity with 134,281 pairs from IEDB. (1) The peptide sequence is YDKFLAIVSTVLTGK. The MHC is DRB1_1001 with pseudo-sequence DRB1_1001. The binding affinity (normalized) is 0.816. (2) The peptide sequence is YHKFLANVSTVLTGK. The MHC is DRB1_0701 with pseudo-sequence DRB1_0701. The binding affinity (normalized) is 0.646. (3) The peptide sequence is TEAFSTAWQAACKKP. The MHC is DRB1_1501 with pseudo-sequence DRB1_1501. The binding affinity (normalized) is 0.169. (4) The peptide sequence is EEFVSLASRFLVEED. The MHC is HLA-DQA10102-DQB10602 with pseudo-sequence HLA-DQA10102-DQB10602. The binding affinity (normalized) is 0.449.